From a dataset of Full USPTO retrosynthesis dataset with 1.9M reactions from patents (1976-2016). Predict the reactants needed to synthesize the given product. (1) Given the product [CH3:34][C:30]1([OH:33])[CH2:31][CH2:32][CH:28]([C:27]2[C:22]([O:20][C:17]3[CH:18]=[CH:19][C:14]([NH:13][C:8]4[CH:9]=[CH:10][CH:11]=[CH:12][N:7]=4)=[CH:15][CH:16]=3)=[N:23][CH:24]=[CH:25][CH:26]=2)[CH2:29]1, predict the reactants needed to synthesize it. The reactants are: C(=O)([O-])[O-].[Cs+].[Cs+].[N:7]1[CH:12]=[CH:11][CH:10]=[CH:9][C:8]=1[NH:13][C:14]1[CH:19]=[CH:18][C:17]([OH:20])=[CH:16][CH:15]=1.F[C:22]1[C:27]([CH:28]2[CH2:32][CH2:31][C:30]([CH3:34])([OH:33])[CH2:29]2)=[CH:26][CH:25]=[CH:24][N:23]=1.CN1C(=O)CCC1. (2) Given the product [I:19][C:18]1[C:13]([CH:4]([C:5]([O:7][CH2:24][CH3:25])=[O:6])[C:3]([O:9][CH2:10][CH3:11])=[O:8])=[N:14][CH:15]=[C:16]([N+:20]([O-:22])=[O:21])[CH:17]=1, predict the reactants needed to synthesize it. The reactants are: [H-].[Na+].[C:3]([O:9][CH2:10][CH3:11])(=[O:8])[CH2:4][C:5]([O-:7])=[O:6].Cl[C:13]1[C:18]([I:19])=[CH:17][C:16]([N+:20]([O-:22])=[O:21])=[CH:15][N:14]=1.O1CC[CH2:25][CH2:24]1. (3) Given the product [Cl:14][C:2]1[CH:3]=[N:4][C:5]2[CH2:6][CH2:7][CH2:8][CH2:9][C:10]=2[N:1]=1, predict the reactants needed to synthesize it. The reactants are: [NH:1]1[C:10]2[CH2:9][CH2:8][CH2:7][CH2:6][C:5]=2[N:4]=[CH:3][C:2]1=O.P(Cl)(Cl)([Cl:14])=O. (4) Given the product [F:1][C:2]1[C:11]([F:12])=[C:10]2[C:5]([CH2:6][CH2:7][CH:8]([CH2:13][CH2:14][CH2:15][CH2:16][CH3:17])[O:9]2)=[CH:4][CH:3]=1, predict the reactants needed to synthesize it. The reactants are: [F:1][C:2]1[C:11]([F:12])=[C:10]2[C:5]([CH:6]=[CH:7][CH:8]([CH2:13][CH2:14][CH2:15][CH2:16][CH3:17])[O:9]2)=[CH:4][CH:3]=1. (5) Given the product [Cl:34][C:33]1[C:13]([N:10]2[CH2:9][CH2:8][N:7]([CH2:6][C:4]3[N:3]=[CH:2][S:1][CH:5]=3)[CH2:12][CH2:11]2)=[C:29]([N+:36]([O-:38])=[O:37])[C:30]([NH2:35])=[N:31][CH:32]=1, predict the reactants needed to synthesize it. The reactants are: [S:1]1[CH:5]=[C:4]([CH2:6][N:7]2[CH2:12][CH2:11][N:10]([C:13](OC(C)(C)C)=O)[CH2:9][CH2:8]2)[N:3]=[CH:2]1.C(O)(C(F)(F)F)=O.ClC1[C:33]([Cl:34])=[CH:32][N:31]=[C:30]([NH2:35])[C:29]=1[N+:36]([O-:38])=[O:37]. (6) Given the product [CH3:11][C:10]1([CH3:12])[C:9]2[C:4](=[CH:5][CH:6]=[CH:7][CH:8]=2)[N:3]([CH2:14][CH2:15][OH:16])[C:2]1=[CH2:1], predict the reactants needed to synthesize it. The reactants are: [CH3:1][C:2]1[C:10]([CH3:12])([CH3:11])[C:9]2[C:4](=[CH:5][CH:6]=[CH:7][CH:8]=2)[N:3]=1.Br[CH2:14][CH2:15][OH:16]. (7) Given the product [F:18][CH2:17][CH2:16][CH2:15][CH2:14][N:5]1[C:6]([C:7]2[CH:12]=[CH:11][C:10]([F:13])=[CH:9][CH:8]=2)=[C:2]([C:28]2[CH:29]=[CH:30][C:31]3[O:36][CH2:35][C:34](=[O:37])[NH:33][C:32]=3[CH:38]=2)[C:3]([CH3:19])=[N:4]1, predict the reactants needed to synthesize it. The reactants are: Br[C:2]1[C:3]([CH3:19])=[N:4][N:5]([CH2:14][CH2:15][CH2:16][CH2:17][F:18])[C:6]=1[C:7]1[CH:12]=[CH:11][C:10]([F:13])=[CH:9][CH:8]=1.CC1(C)C(C)(C)OB([C:28]2[CH:29]=[CH:30][C:31]3[O:36][CH2:35][C:34](=[O:37])[NH:33][C:32]=3[CH:38]=2)O1.C(=O)([O-])[O-].[Cs+].[Cs+]. (8) The reactants are: C(O[C:4](=O)[C:5]1[CH:10]=[CH:9][CH:8]=[C:7](OCCN2CCOCC2)[CH:6]=1)C.[NH2:21][C:22]1[N:26]([C:27]2[CH:28]=[C:29]([CH:36]=[CH:37][C:38]=2[CH3:39])[C:30]([NH:32][CH:33]2[CH2:35][CH2:34]2)=[O:31])[N:25]=[CH:24][C:23]=1[C:40](=[O:49])C1C=CC=C(CO)C=1.C(N(C(C)C)CC)(C)C. Given the product [NH2:21][C:22]1[N:26]([C:27]2[CH:28]=[C:29]([CH:36]=[CH:37][C:38]=2[CH3:39])[C:30]([NH:32][CH:33]2[CH2:35][CH2:34]2)=[O:31])[N:25]=[CH:24][C:23]=1[C:40](=[O:49])[C:8]1[CH:9]=[CH:10][C:5]([CH3:4])=[CH:6][CH:7]=1, predict the reactants needed to synthesize it. (9) Given the product [Cl:19][C:3]1[C:4]([O:9][C:10]2[C:11]([Cl:18])=[CH:12][CH:13]=[C:14]([CH3:17])[C:15]=2[F:16])=[CH:5][C:6]([Cl:8])=[CH:7][C:2]=1[C:20]#[N:21], predict the reactants needed to synthesize it. The reactants are: Br[C:2]1[C:3]([Cl:19])=[C:4]([O:9][C:10]2[C:15]([F:16])=[C:14]([CH3:17])[CH:13]=[CH:12][C:11]=2[Cl:18])[CH:5]=[C:6]([Cl:8])[CH:7]=1.[C:20]([Zn]C#N)#[N:21].